This data is from Catalyst prediction with 721,799 reactions and 888 catalyst types from USPTO. The task is: Predict which catalyst facilitates the given reaction. (1) Reactant: [CH3:1][S:2][C:3]1[CH:8]=[CH:7][C:6]([CH2:9][C:10]2[C:11]([O:19][C@@H:20]3[O:37][C@H:36]([CH2:38][O:39][C:40](=[O:42])[CH3:41])[C@@H:31]([O:32][C:33](=[O:35])[CH3:34])[C@H:26]([O:27][C:28](=[O:30])[CH3:29])[C@H:21]3[O:22][C:23](=[O:25])[CH3:24])=[N:12][NH:13][C:14]=2[C:15]([F:18])([F:17])[F:16])=[CH:5][CH:4]=1.[C:43](=O)([O-])[O-].[K+].[K+].IC. Product: [CH3:43][N:13]1[C:14]([C:15]([F:18])([F:17])[F:16])=[C:10]([CH2:9][C:6]2[CH:5]=[CH:4][C:3]([S:2][CH3:1])=[CH:8][CH:7]=2)[C:11]([O:19][C@@H:20]2[O:37][C@H:36]([CH2:38][O:39][C:40](=[O:42])[CH3:41])[C@@H:31]([O:32][C:33](=[O:35])[CH3:34])[C@H:26]([O:27][C:28](=[O:30])[CH3:29])[C@H:21]2[O:22][C:23](=[O:25])[CH3:24])=[N:12]1. The catalyst class is: 7. (2) Reactant: [H][H].CO.C([O:7][C:8](=O)/[CH:9]=[CH:10]/[C:11]1[CH:20]=[CH:19][C:14]([C:15]([O:17][CH3:18])=[O:16])=[CH:13][C:12]=1[N+:21]([O-])=O)C. Product: [O:7]=[C:8]1[CH2:9][CH2:10][C:11]2[C:12](=[CH:13][C:14]([C:15]([O:17][CH3:18])=[O:16])=[CH:19][CH:20]=2)[NH:21]1. The catalyst class is: 354. (3) Reactant: [CH3:1][C:2]1[CH:3]=[CH:4][CH:5]=[C:6]2[C:11]=1[N:10]=[C:9]([C:12]1[CH:17]=[CH:16][CH:15]=[CH:14][C:13]=1[C:18]([F:21])([F:20])[F:19])[C:8]([CH2:22][NH2:23])=[CH:7]2.CCN(C(C)C)C(C)C.Cl[C:34]1[N:42]=[CH:41][N:40]=[C:39]2[C:35]=1[NH:36][CH:37]=[N:38]2. Product: [CH3:1][C:2]1[CH:3]=[CH:4][CH:5]=[C:6]2[C:11]=1[N:10]=[C:9]([C:12]1[CH:17]=[CH:16][CH:15]=[CH:14][C:13]=1[C:18]([F:21])([F:19])[F:20])[C:8]([CH2:22][NH:23][C:34]1[N:42]=[CH:41][N:40]=[C:39]3[C:35]=1[N:36]=[CH:37][NH:38]3)=[CH:7]2. The catalyst class is: 14. (4) Reactant: C1(O[C:8](=[O:48])[N:9]([C:19]2[CH:24]=[C:23]([O:25][C:26]3[CH:31]=[CH:30][C:29]([NH:32][C:33]([C:35]4([C:38](=[O:47])[NH:39][C:40]5[CH:45]=[CH:44][C:43]([F:46])=[CH:42][CH:41]=5)[CH2:37][CH2:36]4)=[O:34])=[CH:28][CH:27]=3)[CH:22]=[CH:21][N:20]=2)C(OC2C=CC=CC=2)=O)C=CC=CC=1.Cl.Cl.[N:51]1([CH2:55][CH:56]2[CH2:61][CH2:60][NH:59][CH2:58][CH2:57]2)[CH2:54][CH2:53][CH2:52]1.C(N(CC)CC)C.O. Product: [N:51]1([CH2:55][CH:56]2[CH2:61][CH2:60][N:59]([C:8]([NH:9][C:19]3[CH:24]=[C:23]([O:25][C:26]4[CH:27]=[CH:28][C:29]([NH:32][C:33]([C:35]5([C:38]([NH:39][C:40]6[CH:45]=[CH:44][C:43]([F:46])=[CH:42][CH:41]=6)=[O:47])[CH2:37][CH2:36]5)=[O:34])=[CH:30][CH:31]=4)[CH:22]=[CH:21][N:20]=3)=[O:48])[CH2:58][CH2:57]2)[CH2:54][CH2:53][CH2:52]1. The catalyst class is: 9. (5) Reactant: [Cl:1][C:2]1[CH:3]=[C:4]([C:8]2[N:13]=[C:12]3[CH2:14][CH2:15][CH2:16][C:11]3=[C:10]([NH:17][C:18]3[N:23]=[CH:22][C:21]([CH2:24][C:25](OCC)=[O:26])=[CH:20][CH:19]=3)[CH:9]=2)[CH:5]=[CH:6][CH:7]=1.[NH3:30]. Product: [ClH:1].[Cl:1][C:2]1[CH:3]=[C:4]([C:8]2[N:13]=[C:12]3[CH2:14][CH2:15][CH2:16][C:11]3=[C:10]([NH:17][C:18]3[N:23]=[CH:22][C:21]([CH2:24][C:25]([NH2:30])=[O:26])=[CH:20][CH:19]=3)[CH:9]=2)[CH:5]=[CH:6][CH:7]=1. The catalyst class is: 5. (6) Reactant: C(NC(C)C)(C)C.C([Li])CCC.[CH:13]1[CH:14]=[C:15]([N:21]2[CH2:26][CH2:25][N:24]([CH2:27][CH2:28][CH2:29][CH2:30][O:31][C:32]3[CH:33]=[CH:34][C:35]4[CH2:42][CH2:41][C:39](=[O:40])[NH:38][C:36]=4[CH:37]=3)[CH2:23][CH2:22]2)[C:16]([Cl:20])=[C:17]([Cl:19])[CH:18]=1.C([N-]C(C)C)(C)C.[Li+].[C:51](O[C:51](=[O:57])[CH2:52][CH2:53][CH2:54][CH2:55][CH3:56])(=[O:57])[CH2:52][CH2:53][CH2:54][CH2:55][CH3:56]. Product: [Cl:20][C:16]1[C:17]([Cl:19])=[CH:18][CH:13]=[CH:14][C:15]=1[N:21]1[CH2:26][CH2:25][N:24]([CH2:27][CH2:28][CH2:29][CH2:30][O:31][C:32]2[CH:37]=[C:36]3[C:35]([CH2:42][CH2:41][C:39](=[O:40])[N:38]3[C:51](=[O:57])[CH2:52][CH2:53][CH2:54][CH2:55][CH3:56])=[CH:34][CH:33]=2)[CH2:23][CH2:22]1. The catalyst class is: 504.